From a dataset of NCI-60 drug combinations with 297,098 pairs across 59 cell lines. Regression. Given two drug SMILES strings and cell line genomic features, predict the synergy score measuring deviation from expected non-interaction effect. (1) Drug 1: C1CN1C2=NC(=NC(=N2)N3CC3)N4CC4. Drug 2: CC1=C(C(=O)C2=C(C1=O)N3CC4C(C3(C2COC(=O)N)OC)N4)N. Cell line: OVCAR-8. Synergy scores: CSS=40.4, Synergy_ZIP=-6.20, Synergy_Bliss=-5.02, Synergy_Loewe=2.44, Synergy_HSA=3.96. (2) Drug 1: CN(CC1=CN=C2C(=N1)C(=NC(=N2)N)N)C3=CC=C(C=C3)C(=O)NC(CCC(=O)O)C(=O)O. Drug 2: CC12CCC3C(C1CCC2OP(=O)(O)O)CCC4=C3C=CC(=C4)OC(=O)N(CCCl)CCCl.[Na+]. Cell line: MALME-3M. Synergy scores: CSS=11.8, Synergy_ZIP=-4.89, Synergy_Bliss=-4.21, Synergy_Loewe=-2.92, Synergy_HSA=-4.51. (3) Cell line: NCI-H522. Drug 2: COC1=C2C(=CC3=C1OC=C3)C=CC(=O)O2. Drug 1: CN(CC1=CN=C2C(=N1)C(=NC(=N2)N)N)C3=CC=C(C=C3)C(=O)NC(CCC(=O)O)C(=O)O. Synergy scores: CSS=29.3, Synergy_ZIP=0.553, Synergy_Bliss=0.200, Synergy_Loewe=-3.68, Synergy_HSA=-3.34. (4) Synergy scores: CSS=66.5, Synergy_ZIP=0.850, Synergy_Bliss=0.938, Synergy_Loewe=-17.6, Synergy_HSA=0.886. Drug 1: C1=CN(C(=O)N=C1N)C2C(C(C(O2)CO)O)O.Cl. Cell line: CCRF-CEM. Drug 2: C1CN(P(=O)(OC1)NCCCl)CCCl. (5) Drug 1: C1=CC(=CC=C1CC(C(=O)O)N)N(CCCl)CCCl.Cl. Drug 2: CC1CCC2CC(C(=CC=CC=CC(CC(C(=O)C(C(C(=CC(C(=O)CC(OC(=O)C3CCCCN3C(=O)C(=O)C1(O2)O)C(C)CC4CCC(C(C4)OC)O)C)C)O)OC)C)C)C)OC. Cell line: OVCAR-8. Synergy scores: CSS=25.0, Synergy_ZIP=-7.61, Synergy_Bliss=-4.64, Synergy_Loewe=-3.91, Synergy_HSA=-2.40. (6) Drug 1: CC1CCC2CC(C(=CC=CC=CC(CC(C(=O)C(C(C(=CC(C(=O)CC(OC(=O)C3CCCCN3C(=O)C(=O)C1(O2)O)C(C)CC4CCC(C(C4)OC)O)C)C)O)OC)C)C)C)OC. Drug 2: C1CCC(C(C1)N)N.C(=O)(C(=O)[O-])[O-].[Pt+4]. Cell line: HOP-62. Synergy scores: CSS=22.2, Synergy_ZIP=-7.78, Synergy_Bliss=-2.60, Synergy_Loewe=-1.98, Synergy_HSA=-0.909. (7) Drug 2: CC1=C(C(=CC=C1)Cl)NC(=O)C2=CN=C(S2)NC3=CC(=NC(=N3)C)N4CCN(CC4)CCO. Synergy scores: CSS=2.01, Synergy_ZIP=4.38, Synergy_Bliss=9.24, Synergy_Loewe=5.43, Synergy_HSA=7.46. Drug 1: CC1=C(C=C(C=C1)NC2=NC=CC(=N2)N(C)C3=CC4=NN(C(=C4C=C3)C)C)S(=O)(=O)N.Cl. Cell line: NCI-H322M. (8) Drug 1: COC1=C(C=C2C(=C1)N=CN=C2NC3=CC(=C(C=C3)F)Cl)OCCCN4CCOCC4. Drug 2: CC1C(C(CC(O1)OC2CC(CC3=C2C(=C4C(=C3O)C(=O)C5=CC=CC=C5C4=O)O)(C(=O)C)O)N)O. Cell line: NCIH23. Synergy scores: CSS=41.5, Synergy_ZIP=2.91, Synergy_Bliss=4.16, Synergy_Loewe=-18.4, Synergy_HSA=4.42.